From a dataset of Full USPTO retrosynthesis dataset with 1.9M reactions from patents (1976-2016). Predict the reactants needed to synthesize the given product. (1) Given the product [F:22][C:17]1[CH:16]=[C:15]([CH2:14][C@@H:13]([C:23]2[C:28]([C:29]3[CH:30]=[CH:31][C:32]([F:38])=[C:33]([CH:37]=3)[C:34]([NH2:36])=[O:35])=[CH:27][CH:26]=[CH:25][N:24]=2)[NH:12][C:10](=[O:11])[CH2:9][N:5]2[C:6]([CH2:7][CH3:8])=[C:2]([C:43]3[CH:48]=[CH:47][CH:46]=[CH:45][CH:44]=3)[C:3]([C:39]([F:42])([F:41])[F:40])=[N:4]2)[CH:20]=[C:19]([F:21])[CH:18]=1, predict the reactants needed to synthesize it. The reactants are: Br[C:2]1[C:3]([C:39]([F:42])([F:41])[F:40])=[N:4][N:5]([CH2:9][C:10]([NH:12][C@H:13]([C:23]2[C:28]([C:29]3[CH:30]=[CH:31][C:32]([F:38])=[C:33]([CH:37]=3)[C:34]([NH2:36])=[O:35])=[CH:27][CH:26]=[CH:25][N:24]=2)[CH2:14][C:15]2[CH:20]=[C:19]([F:21])[CH:18]=[C:17]([F:22])[CH:16]=2)=[O:11])[C:6]=1[CH2:7][CH3:8].[C:43]1(B(O)O)[CH:48]=[CH:47][CH:46]=[CH:45][CH:44]=1.BrC1C(C(F)(F)F)=NN(CC(N[C@H](C2C(C3C=CC(F)=C(C=3)C(N)=O)=CC=CN=2)CC2C=C(F)C=C(F)C=2)=O)C=1.C1(B(O)O)CC1. (2) Given the product [NH2:22][C:23]1[N:31]=[C:30]2[C:26]([N:27]=[CH:28][NH:29]2)=[C:25]([NH:1][C@H:2]([C:4]2[N:5]([C:16]3[CH:21]=[CH:20][CH:19]=[CH:18][CH:17]=3)[C:6](=[O:15])[C:7]3[C:12]([CH:13]=2)=[CH:11][CH:10]=[CH:9][C:8]=3[CH3:14])[CH3:3])[N:24]=1, predict the reactants needed to synthesize it. The reactants are: [NH2:1][C@H:2]([C:4]1[N:5]([C:16]2[CH:21]=[CH:20][CH:19]=[CH:18][CH:17]=2)[C:6](=[O:15])[C:7]2[C:12]([CH:13]=1)=[CH:11][CH:10]=[CH:9][C:8]=2[CH3:14])[CH3:3].[NH2:22][C:23]1[N:31]=[C:30]2[C:26]([NH:27][CH:28]=[N:29]2)=[C:25](Cl)[N:24]=1.C(N(CC)C(C)C)(C)C. (3) The reactants are: C1(N([C@H]2CC[C@H](CC)CC2)[C:7](=[O:19])[NH:8][C:9]2[S:10][C:11]([S:14][CH2:15][C:16]([OH:18])=[O:17])=[CH:12][N:13]=2)CCCC1.[CH:28]1([NH:35][CH:36]2[CH2:41][CH2:40][CH:39]([C:42]3[CH:47]=[CH:46][CH:45]=[CH:44][CH:43]=3)[CH2:38][CH2:37]2)[CH2:34][CH2:33][CH2:32][CH2:31][CH2:30][CH2:29]1.C(OC(=O)CSC1SC(N)=NC=1)C. Given the product [CH:28]1([N:35]([C@H:36]2[CH2:41][CH2:40][C@H:39]([C:42]3[CH:43]=[CH:44][CH:45]=[CH:46][CH:47]=3)[CH2:38][CH2:37]2)[C:7](=[O:19])[NH:8][C:9]2[S:10][C:11]([S:14][CH2:15][C:16]([OH:18])=[O:17])=[CH:12][N:13]=2)[CH2:29][CH2:30][CH2:31][CH2:32][CH2:33][CH2:34]1, predict the reactants needed to synthesize it. (4) Given the product [Cl:1][C:2]1[C:3]([CH3:22])=[C:4]([N:8]([CH2:24][C:25]([NH:27][CH2:28][C:29]2[CH:30]=[CH:31][C:32]([O:35][CH3:36])=[CH:33][CH:34]=2)=[O:26])[S:9]([C:12]2[CH:21]=[CH:20][C:15]([C:16]([O:18][CH3:19])=[O:17])=[CH:14][CH:13]=2)(=[O:11])=[O:10])[CH:5]=[CH:6][CH:7]=1, predict the reactants needed to synthesize it. The reactants are: [Cl:1][C:2]1[C:3]([CH3:22])=[C:4]([NH:8][S:9]([C:12]2[CH:21]=[CH:20][C:15]([C:16]([O:18][CH3:19])=[O:17])=[CH:14][CH:13]=2)(=[O:11])=[O:10])[CH:5]=[CH:6][CH:7]=1.Br[CH2:24][C:25]([NH:27][CH2:28][C:29]1[CH:34]=[CH:33][C:32]([O:35][CH3:36])=[CH:31][CH:30]=1)=[O:26].C(=O)([O-])[O-].[K+].[K+].O. (5) Given the product [N+:1]([C:2]1[CH:7]=[CH:6][C:5]([C:8]([C:10]2[CH:11]=[N:12][C:13]3[C:18]([C:19]=2[C:20]2[CH:25]=[CH:24][CH:23]=[CH:22][CH:21]=2)=[CH:17][CH:16]=[CH:15][C:14]=3[C:26]([F:29])([F:27])[F:28])=[O:9])=[CH:4][CH:3]=1)([O-:33])=[O:30], predict the reactants needed to synthesize it. The reactants are: [NH2:1][C:2]1[CH:7]=[CH:6][C:5]([C:8]([C:10]2[CH:11]=[N:12][C:13]3[C:18]([C:19]=2[C:20]2[CH:25]=[CH:24][CH:23]=[CH:22][CH:21]=2)=[CH:17][CH:16]=[CH:15][C:14]=3[C:26]([F:29])([F:28])[F:27])=[O:9])=[CH:4][CH:3]=1.[OH2:30].CC(O)=[O:33]. (6) Given the product [C:1]([O:5][C:6]([N:8]1[CH2:12][CH2:11][CH:10]([C:13]2[N:18]=[C:17]([C:19]3[CH:20]=[CH:21][C:22]([O:25][C:26]4[CH:27]=[CH:28][CH:29]=[CH:30][CH:31]=4)=[CH:23][CH:24]=3)[C:16]([C:32](=[O:34])[NH2:33])=[CH:15][N:14]=2)[CH2:9]1)=[O:7])([CH3:4])([CH3:2])[CH3:3], predict the reactants needed to synthesize it. The reactants are: [C:1]([O:5][C:6]([N:8]1[CH2:12][CH:11]=[C:10]([C:13]2[N:18]=[C:17]([C:19]3[CH:24]=[CH:23][C:22]([O:25][C:26]4[CH:31]=[CH:30][CH:29]=[CH:28][CH:27]=4)=[CH:21][CH:20]=3)[C:16]([C:32](=[O:34])[NH2:33])=[CH:15][N:14]=2)[CH2:9]1)=[O:7])([CH3:4])([CH3:3])[CH3:2]. (7) Given the product [Br-:19].[CH2:12]([N:13]([C:3]1[CH:2]=[CH:1][C:14]2[NH:13][C:12]3[C:7]([SeH+:6][C:5]=2[CH:4]=1)=[CH:8][C:9]([N:24]([CH2:23][CH2:22][CH2:21][CH3:20])[CH2:25][CH2:30][CH2:29][CH3:28])=[CH:10][CH:11]=3)[CH2:14][CH2:5][CH2:4][CH3:3])[CH2:11][CH2:10][CH3:9], predict the reactants needed to synthesize it. The reactants are: [CH:1]1[C:14]2[NH:13][C:12]3[C:7](=[CH:8][CH:9]=[CH:10][CH:11]=3)[Se:6][C:5]=2[CH:4]=[CH:3][CH:2]=1.BrBr.O.[Br-].[Br:19][C:20]1[CH:21]=[CH:22][C:23]2[NH:24][C:25]3[C:30]([SeH+]C=2C=1)=[CH:29][C:28](Br)=CC=3. (8) Given the product [CH2:44]([N:51]1[CH2:56][CH2:55][CH:54]([NH:57][C:36]([NH:20][C:19]2[CH:21]=[C:22]([CH3:23])[C:16]([O:15][C:6]3[C:5]4[C:10](=[CH:11][C:12]([O:13][CH3:14])=[C:3]([O:2][CH3:1])[CH:4]=4)[N:9]=[CH:8][CH:7]=3)=[CH:17][C:18]=2[CH3:24])=[O:42])[CH2:53][CH2:52]1)[C:45]1[CH:46]=[CH:47][CH:48]=[CH:49][CH:50]=1, predict the reactants needed to synthesize it. The reactants are: [CH3:1][O:2][C:3]1[CH:4]=[C:5]2[C:10](=[CH:11][C:12]=1[O:13][CH3:14])[N:9]=[CH:8][CH:7]=[C:6]2[O:15][C:16]1[C:22]([CH3:23])=[CH:21][C:19]([NH2:20])=[C:18]([CH3:24])[CH:17]=1.C(N(CC)CC)C.ClC(Cl)(O[C:36](=[O:42])OC(Cl)(Cl)Cl)Cl.[CH2:44]([N:51]1[CH2:56][CH2:55][CH:54]([NH2:57])[CH2:53][CH2:52]1)[C:45]1[CH:50]=[CH:49][CH:48]=[CH:47][CH:46]=1.